Dataset: Full USPTO retrosynthesis dataset with 1.9M reactions from patents (1976-2016). Task: Predict the reactants needed to synthesize the given product. (1) Given the product [ClH:42].[C:51]([O:35][CH2:34][CH2:33][O:32][C:23]1([C:26]2[CH:27]=[CH:28][CH:29]=[CH:30][CH:31]=2)[CH2:24][CH2:25][N:20]([CH2:19][CH2:18][CH2:17][C:13]2([C:36]3[CH:41]=[CH:40][C:39]([Cl:42])=[C:38]([Cl:43])[CH:37]=3)[CH2:14][CH2:15][CH2:16][N:11]([C:3](=[O:10])[C:4]3[CH:9]=[CH:8][CH:7]=[CH:6][CH:5]=3)[CH2:12]2)[CH2:21][CH2:22]1)(=[O:53])[CH3:52], predict the reactants needed to synthesize it. The reactants are: O.Cl.[C:3]([N:11]1[CH2:16][CH2:15][CH2:14][C:13]([C:36]2[CH:41]=[CH:40][C:39]([Cl:42])=[C:38]([Cl:43])[CH:37]=2)([CH2:17][CH2:18][CH2:19][N:20]2[CH2:25][CH2:24][C:23]([O:32][CH2:33][CH2:34][OH:35])([C:26]3[CH:31]=[CH:30][CH:29]=[CH:28][CH:27]=3)[CH2:22][CH2:21]2)[CH2:12]1)(=[O:10])[C:4]1[CH:9]=[CH:8][CH:7]=[CH:6][CH:5]=1.C(N(CC)CC)C.[C:51](Cl)(=[O:53])[CH3:52].Cl. (2) Given the product [S:33]([C:30]1[CH:31]=[CH:32][C:27]([CH3:37])=[CH:28][CH:29]=1)([OH:36])(=[O:35])=[O:34].[CH:3]12[CH2:13][CH:10]([CH2:11][NH:12][CH2:2]1)[C:9]1[CH:8]=[CH:7][CH:6]=[CH:5][C:4]2=1, predict the reactants needed to synthesize it. The reactants are: O=[C:2]1[NH:12][CH2:11][CH:10]2[CH2:13][CH:3]1[C:4]1[CH:5]=[CH:6][CH:7]=[CH:8][C:9]=12.[BH4-].[Na+].B(F)(F)F.CCOCC.Cl.O.[C:27]1([CH3:37])[CH:32]=[CH:31][C:30]([S:33]([OH:36])(=[O:35])=[O:34])=[CH:29][CH:28]=1. (3) Given the product [CH3:30][O:31][C:32]1[C:33]([O:58][CH3:59])=[CH:34][C:35]2[N:41]([CH3:42])[C:40](=[O:43])[CH2:39][N:38]=[C:37]([C:44]3[CH:45]=[C:46]([CH2:50][CH2:51][CH2:52][CH2:53][CH2:54][C:55]#[N:56])[CH:47]=[CH:48][CH:49]=3)[C:36]=2[CH:57]=1, predict the reactants needed to synthesize it. The reactants are: COC1C(OC)=CC2N(C)C(=O)CN=C(C3C=CC=C(C#CCCCC)C=3)C=2C=1.[CH3:30][O:31][C:32]1[C:33]([O:58][CH3:59])=[CH:34][C:35]2[N:41]([CH3:42])[C:40](=[O:43])[CH2:39][N:38]=[C:37]([C:44]3[CH:45]=[C:46]([C:50]#[C:51][CH2:52][CH2:53][CH2:54][C:55]#[N:56])[CH:47]=[CH:48][CH:49]=3)[C:36]=2[CH:57]=1. (4) Given the product [F:21][C:22]1[CH:23]=[CH:27][C:28]([C:31]([F:32])([F:33])[F:34])=[CH:29][C:30]=1[C:3](=[O:5])[CH2:2][C:1]([O:7][CH2:8][CH3:9])=[O:6], predict the reactants needed to synthesize it. The reactants are: [C:1]([O:7][CH2:8][CH3:9])(=[O:6])[CH2:2][C:3]([O-:5])=O.[K+].[Mg+2].[Cl-].[Cl-].C(N(CC)CC)C.[F:21][C:22]1[CH:30]=[CH:29][C:28]([C:31]([F:34])([F:33])[F:32])=[CH:27][C:23]=1C(Cl)=O.Cl. (5) Given the product [Cl:1][C:2]1[N:7]=[CH:6][C:5]([NH2:8])=[C:4]([I:16])[CH:3]=1, predict the reactants needed to synthesize it. The reactants are: [Cl:1][C:2]1[N:7]=[CH:6][C:5]([NH:8]C(=O)OC(C)(C)C)=[C:4]([I:16])[CH:3]=1.C([O-])(O)=O.[Na+].